This data is from Full USPTO retrosynthesis dataset with 1.9M reactions from patents (1976-2016). The task is: Predict the reactants needed to synthesize the given product. (1) Given the product [CH3:13][C:14]([CH3:27])([CH3:26])[C:15]([O:17][N:18]([C:19]([O:21][C:22]([CH3:25])([CH3:24])[CH3:23])=[O:20])[S:7]([C:5]1[S:6][C:2]([Cl:1])=[CH:3][CH:4]=1)(=[O:9])=[O:8])=[O:16], predict the reactants needed to synthesize it. The reactants are: [Cl:1][C:2]1[S:6][C:5]([S:7](Cl)(=[O:9])=[O:8])=[CH:4][CH:3]=1.[H-].[Na+].[CH3:13][C:14]([CH3:27])([CH3:26])[C:15]([O:17][NH:18][C:19]([O:21][C:22]([CH3:25])([CH3:24])[CH3:23])=[O:20])=[O:16]. (2) Given the product [CH3:17][C:7]1[C:6]2[CH:5]=[C:4]([C:18]#[N:19])[CH:3]=[C:2]([N:20]3[CH2:25][CH2:24][O:23][CH2:22][CH2:21]3)[C:10]=2[N:9]2[CH2:11][CH2:12][CH2:13][NH:14][C:15](=[O:16])[C:8]=12, predict the reactants needed to synthesize it. The reactants are: Br[C:2]1[C:10]2[N:9]3[CH2:11][CH2:12][CH2:13][NH:14][C:15](=[O:16])[C:8]3=[C:7]([CH3:17])[C:6]=2[CH:5]=[C:4]([C:18]#[N:19])[CH:3]=1.[NH:20]1[CH2:25][CH2:24][O:23][CH2:22][CH2:21]1. (3) The reactants are: [CH3:1][C:2]1[N:6]=[C:5]([N:7]2[CH2:12][CH2:11][C:10](=O)[CH2:9][CH2:8]2)[S:4][N:3]=1.[F:14][C:15]1[CH:16]=[C:17]([CH:25]=[C:26]([F:29])[C:27]=1[F:28])[CH2:18][N:19]1[CH:23]=[N:22][C:21]([NH2:24])=[N:20]1. Given the product [CH3:1][C:2]1[N:6]=[C:5]([N:7]2[CH2:12][CH2:11][CH:10]([NH:24][C:21]3[N:22]=[CH:23][N:19]([CH2:18][C:17]4[CH:25]=[C:26]([F:29])[C:27]([F:28])=[C:15]([F:14])[CH:16]=4)[N:20]=3)[CH2:9][CH2:8]2)[S:4][N:3]=1, predict the reactants needed to synthesize it. (4) Given the product [CH2:2]([O:9][CH:10]1[CH2:15][CH2:14][C:13]([CH2:16][OH:17])([C:21]#[N:22])[CH2:12][CH2:11]1)[C:3]1[CH:8]=[CH:7][CH:6]=[CH:5][CH:4]=1, predict the reactants needed to synthesize it. The reactants are: [Na].[CH2:2]([O:9][CH:10]1[CH2:15][CH2:14][C:13]([C:21]#[N:22])([C:16](OCC)=[O:17])[CH2:12][CH2:11]1)[C:3]1[CH:8]=[CH:7][CH:6]=[CH:5][CH:4]=1.O. (5) Given the product [NH2:2][C:3]1[C:11]([N+:12]([O-:14])=[O:13])=[CH:10][CH:9]=[CH:8][C:4]=1[C:5]([NH:30][C:27]1[CH:28]=[CH:29][C:24]([CH2:23][CH2:22][N:19]2[CH2:18][CH2:17][N:16]([CH3:15])[CH2:21][CH2:20]2)=[CH:25][CH:26]=1)=[O:7], predict the reactants needed to synthesize it. The reactants are: [Na+].[NH2:2][C:3]1[C:11]([N+:12]([O-:14])=[O:13])=[CH:10][CH:9]=[CH:8][C:4]=1[C:5]([O-:7])=O.[CH3:15][N:16]1[CH2:21][CH2:20][N:19]([CH2:22][CH2:23][C:24]2[CH:29]=[CH:28][C:27]([NH2:30])=[CH:26][CH:25]=2)[CH2:18][CH2:17]1.CN(C(ON1N=NC2C=CC=NC1=2)=[N+](C)C)C.F[P-](F)(F)(F)(F)F.CCN(C(C)C)C(C)C. (6) Given the product [CH2:1]([C:3]1[O:4][C:5]([C:9]([NH:11][C:12]2[CH:13]=[CH:14][C:15]([C:18]3[CH:23]=[CH:22][C:21]([C:24]45[CH2:29][CH2:28][C:27]([CH2:32][C:33]([OH:35])=[O:34])([CH2:30][CH2:31]4)[CH2:26][O:25]5)=[CH:20][CH:19]=3)=[CH:16][CH:17]=2)=[O:10])=[C:6]([CH3:8])[N:7]=1)[CH3:2], predict the reactants needed to synthesize it. The reactants are: [CH2:1]([C:3]1[O:4][C:5]([C:9]([NH:11][C:12]2[CH:17]=[CH:16][C:15]([C:18]3[CH:23]=[CH:22][C:21]([C:24]45[CH2:31][CH2:30][C:27]([CH2:32][C:33]([O:35]C)=[O:34])([CH2:28][CH2:29]4)[CH2:26][O:25]5)=[CH:20][CH:19]=3)=[CH:14][CH:13]=2)=[O:10])=[C:6]([CH3:8])[N:7]=1)[CH3:2].O.[OH-].[Li+].O1CCCC1.[NH4+].[OH-].